From a dataset of Reaction yield outcomes from USPTO patents with 853,638 reactions. Predict the reaction yield, written as a fraction of the theoretical maximum amount of product (1.0 means a 100% yield; for example, 0.34 means a 34% yield). (1) The reactants are C([O:4][C@H:5]1[CH2:10][CH2:9][C@@:8]([C@H:12]2[CH2:20][CH2:19][C@@:18]3([CH3:21])[C@@H:14]([CH2:15][CH2:16][C:17]3=[CH2:22])[C@@H:13]2[CH2:23][C:24]#[N:25])([CH3:11])[C@@H:7]([CH2:26][O:27][Si:28]([C:31]([CH3:34])([CH3:33])[CH3:32])([CH3:30])[CH3:29])[CH2:6]1)(=O)C.[H-].[H-].[H-].[H-].[Li+].[Al+3]. The catalyst is C1COCC1. The product is [NH2:25][CH2:24][CH2:23][C@@H:13]1[C@@H:12]([C@@:8]2([CH3:11])[CH2:9][CH2:10][C@H:5]([OH:4])[CH2:6][C@@H:7]2[CH2:26][O:27][Si:28]([C:31]([CH3:33])([CH3:32])[CH3:34])([CH3:30])[CH3:29])[CH2:20][CH2:19][C@@:18]2([CH3:21])[C@H:14]1[CH2:15][CH2:16][C:17]2=[CH2:22]. The yield is 0.560. (2) The reactants are C[SiH](C)C1C=CC=CC=1.[CH2:10]([N:17]1[CH2:23][CH2:22][CH2:21][CH2:20][CH2:19][C:18]1=O)[C:11]1[CH:16]=[CH:15][CH:14]=[CH:13][CH:12]=1. No catalyst specified. The product is [CH2:10]([N:17]1[CH2:23][CH2:22][CH2:21][CH2:20][CH2:19][CH2:18]1)[C:11]1[CH:16]=[CH:15][CH:14]=[CH:13][CH:12]=1. The yield is 0.870.